This data is from Reaction yield outcomes from USPTO patents with 853,638 reactions. The task is: Predict the reaction yield, written as a fraction of the theoretical maximum amount of product (1.0 means a 100% yield; for example, 0.34 means a 34% yield). (1) The reactants are [NH2:1][CH2:2][CH2:3][CH2:4][N:5]1[CH:9]=[CH:8][N:7]=[CH:6]1.[N+:10]([C:13]1[CH:21]=[CH:20][C:16]([C:17](Cl)=[O:18])=[CH:15][CH:14]=1)([O-:12])=[O:11]. The catalyst is C(O)C. The product is [N:5]1([CH2:4][CH2:3][CH2:2][NH:1][C:17]([C:16]2[CH:15]=[CH:14][C:13]([N+:10]([O-:12])=[O:11])=[CH:21][CH:20]=2)=[O:18])[CH:9]=[CH:8][N:7]=[CH:6]1. The yield is 0.550. (2) The reactants are [Cl:1][C:2]1[CH:10]=[C:6]([C:7]([OH:9])=O)[C:5]([OH:11])=[CH:4][CH:3]=1.[N+:12]([C:15]1[CH:21]=[CH:20][C:19]([C:22]([F:25])([F:24])[F:23])=[CH:18][C:16]=1[NH2:17])([O-:14])=[O:13]. No catalyst specified. The product is [Cl:1][C:2]1[CH:3]=[CH:4][C:5]([OH:11])=[C:6]([CH:10]=1)[C:7]([NH:17][C:16]1[CH:18]=[C:19]([C:22]([F:25])([F:24])[F:23])[CH:20]=[CH:21][C:15]=1[N+:12]([O-:14])=[O:13])=[O:9]. The yield is 0.0810. (3) The reactants are [H-].[Na+].[CH:3]([C@@H:6]1[C:11](=[O:12])[NH:10][CH2:9][CH2:8][N:7]1[C:13]([O:15][C:16]([CH3:19])([CH3:18])[CH3:17])=[O:14])([CH3:5])[CH3:4].[F:20][C:21]1[CH:30]=[C:29](F)[C:28]([N+:32]([O-:34])=[O:33])=[CH:27][C:22]=1[C:23]([O:25][CH3:26])=[O:24].CCOC(C)=O. The catalyst is CN(C=O)C. The product is [F:20][C:21]1[C:22]([C:23]([O:25][CH3:26])=[O:24])=[CH:27][C:28]([N+:32]([O-:34])=[O:33])=[C:29]([N:10]2[CH2:9][CH2:8][N:7]([C:13]([O:15][C:16]([CH3:17])([CH3:19])[CH3:18])=[O:14])[C@H:6]([CH:3]([CH3:5])[CH3:4])[C:11]2=[O:12])[CH:30]=1. The yield is 0.663. (4) The product is [CH3:24][O:23][CH:4]([O:3][CH3:1])[C:5]1[CH:6]=[CH:7][C:8]([CH:9]2[CH:26]([C:27]3[CH:32]=[CH:31][CH:30]=[CH:29][CH:28]=3)[C:34](=[O:35])[C:39]3[C:38]([C:37]([O:41][CH3:42])=[O:40])=[CH:17][CH:18]=[CH:19][C:11]=3[NH:10]2)=[CH:21][CH:22]=1. The reactants are [CH2:1]([O:3][CH:4]([O:23][CH2:24]C)[C:5]1[CH:22]=[CH:21][C:8](/[CH:9]=[N:10]/[C:11]2[CH:19]=[CH:18][CH:17]=C3C=2COC3=O)=[CH:7][CH:6]=1)C.[CH:26](=O)[C:27]1[CH:32]=[CH:31][CH:30]=[CH:29][CH:28]=1.[CH3:34][O-:35].[Na+].[C:37]([O:41][CH2:42]C)(=[O:40])[CH2:38][CH3:39]. No catalyst specified. The yield is 0.220. (5) The reactants are S(Cl)(Cl)=O.[NH2:5][C:6]1[CH:14]=[CH:13][C:9]([C:10]([OH:12])=[O:11])=[CH:8][C:7]=1[Cl:15].C(=O)(O)[O-].[Na+].[CH:21](O)([CH3:23])[CH3:22]. No catalyst specified. The product is [NH2:5][C:6]1[CH:14]=[CH:13][C:9]([C:10]([O:12][CH:21]([CH3:23])[CH3:22])=[O:11])=[CH:8][C:7]=1[Cl:15]. The yield is 0.960. (6) The reactants are O=[C:2]1[CH2:7][CH2:6][CH2:5][CH2:4][CH:3]1[C:8]([O:10][CH2:11][CH3:12])=[O:9].BrBr.[C:15]([NH2:18])(=[S:17])[CH3:16]. The catalyst is C(OCC)C.CCOC(C)=O. The product is [CH3:16][C:15]1[S:17][C:7]2[CH2:6][CH2:5][CH2:4][CH:3]([C:8]([O:10][CH2:11][CH3:12])=[O:9])[C:2]=2[N:18]=1. The yield is 0.310. (7) The reactants are [CH2:1]([N:8]1[CH2:17][C:16]2[C:15](Cl)=[N:14][C:13](Cl)=[C:12]([C:20]#[N:21])[C:11]=2[CH2:10][CH2:9]1)[C:2]1[CH:7]=[CH:6][CH:5]=[CH:4][CH:3]=1.C(N(CC)CC)C. The catalyst is CO.ClCCl.[Pd]. The product is [CH2:1]([N:8]1[CH2:17][C:16]2[CH:15]=[N:14][CH:13]=[C:12]([C:20]#[N:21])[C:11]=2[CH2:10][CH2:9]1)[C:2]1[CH:7]=[CH:6][CH:5]=[CH:4][CH:3]=1. The yield is 0.880.